Dataset: Full USPTO retrosynthesis dataset with 1.9M reactions from patents (1976-2016). Task: Predict the reactants needed to synthesize the given product. (1) The reactants are: [CH3:1][N:2]1[CH2:7][CH2:6][CH2:5][CH:4]([CH2:8][N:9]2[CH2:14][CH2:13][NH:12][CH2:11][CH2:10]2)[CH2:3]1.C[Si]([NH-])(C)C.[Na+].[Cl:21][C:22]1[CH:23]=[C:24]([N:29]=[C:30]=[S:31])[CH:25]=[CH:26][C:27]=1[Cl:28]. Given the product [Cl:21][C:22]1[CH:23]=[C:24]([NH:29][C:30]([N:12]2[CH2:13][CH2:14][N:9]([CH2:8][CH:4]3[CH2:5][CH2:6][CH2:7][N:2]([CH3:1])[CH2:3]3)[CH2:10][CH2:11]2)=[S:31])[CH:25]=[CH:26][C:27]=1[Cl:28], predict the reactants needed to synthesize it. (2) The reactants are: F[C:2]1[CH:7]=[C:6]([I:8])[C:5]([F:9])=[CH:4][N:3]=1.O.[NH2:11][NH2:12]. Given the product [F:9][C:5]1[C:6]([I:8])=[CH:7][C:2]([NH:11][NH2:12])=[N:3][CH:4]=1, predict the reactants needed to synthesize it.